From a dataset of Forward reaction prediction with 1.9M reactions from USPTO patents (1976-2016). Predict the product of the given reaction. (1) Given the reactants [F:1][C:2]([F:43])([F:42])[C:3]1[CH:4]=[C:5]([CH:35]=[C:36]([C:38]([F:41])([F:40])[F:39])[CH:37]=1)[C:6]([N:8]1[CH2:13][CH2:12][N:11]([CH2:14][C:15]2[CH:16]=[N:17][NH:18][CH:19]=2)[CH2:10][C@H:9]1[CH2:20][C:21]1[CH:26]=[CH:25][C:24]([CH3:27])=[C:23]([O:28][CH2:29][O:30][CH2:31][CH2:32][O:33][CH3:34])[CH:22]=1)=[O:7].Br[CH2:45][CH2:46][OH:47].C(=O)([O-])[O-].[K+].[K+], predict the reaction product. The product is: [F:43][C:2]([F:1])([F:42])[C:3]1[CH:4]=[C:5]([CH:35]=[C:36]([C:38]([F:39])([F:41])[F:40])[CH:37]=1)[C:6]([N:8]1[CH2:13][CH2:12][N:11]([CH2:14][C:15]2[CH:19]=[N:18][N:17]([CH2:45][CH2:46][OH:47])[CH:16]=2)[CH2:10][C@H:9]1[CH2:20][C:21]1[CH:26]=[CH:25][C:24]([CH3:27])=[C:23]([O:28][CH2:29][O:30][CH2:31][CH2:32][O:33][CH3:34])[CH:22]=1)=[O:7]. (2) The product is: [Cl:21][CH2:20][CH2:19][O:18][C:6]1[CH:5]=[C:4]2[C:9]([CH:10]=[C:11]([C:12]([O:14][CH3:15])=[O:13])[C:2](/[N:1]=[CH:24]/[N:25]([CH3:27])[CH3:26])=[N:3]2)=[CH:8][C:7]=1[O:16][CH3:17]. Given the reactants [NH2:1][C:2]1[C:11]([C:12]([O:14][CH3:15])=[O:13])=[CH:10][C:9]2[C:4](=[CH:5][C:6]([O:18][CH2:19][CH2:20][Cl:21])=[C:7]([O:16][CH3:17])[CH:8]=2)[N:3]=1.CO[CH:24](OC)[N:25]([CH3:27])[CH3:26].C1(C)C=CC(S(O)(=O)=O)=CC=1.C(OCC)C, predict the reaction product. (3) Given the reactants [CH3:1][C:2]1[C:10]([O:11][CH:12]2[CH2:17][CH2:16][CH2:15][NH:14][CH2:13]2)=[CH:9][CH:8]=[C:7]2[C:3]=1[CH:4]=[N:5][NH:6]2.C=O.[C:20]([BH3-])#N.[Na+].[OH-].[Na+], predict the reaction product. The product is: [CH3:1][C:2]1[C:10]([O:11][CH:12]2[CH2:17][CH2:16][CH2:15][N:14]([CH3:20])[CH2:13]2)=[CH:9][CH:8]=[C:7]2[C:3]=1[CH:4]=[N:5][NH:6]2. (4) Given the reactants [Br:1][C:2]1[CH:7]=[CH:6][CH:5]=[C:4]([N+:8]([O-:10])=[O:9])[C:3]=1[Cl:11].[F-:12].[K+].[F-].[Cs+], predict the reaction product. The product is: [Br:1][C:2]1[CH:7]=[CH:6][CH:5]=[C:4]([N+:8]([O-:10])=[O:9])[C:3]=1[F:12].[Br:1][C:2]1[CH:7]=[CH:6][CH:5]=[C:4]([N+:8]([O-:10])=[O:9])[C:3]=1[Cl:11]. (5) The product is: [CH:1]1([CH2:6][C@H:7]([NH:19][C:20]([C:22]2[O:23][CH:24]=[CH:25][CH:26]=2)=[O:21])[C:8](=[O:18])[NH:9][CH:10]2[CH2:16][CH2:15][CH2:14][N:13]([C:32]([C:28]3[O:27][CH:31]=[CH:30][CH:29]=3)=[O:33])[CH2:12][CH:11]2[OH:17])[CH2:5][CH2:4][CH2:3][CH2:2]1. Given the reactants [CH:1]1([CH2:6][C@H:7]([NH:19][C:20]([C:22]2[O:23][CH:24]=[CH:25][CH:26]=2)=[O:21])[C:8](=[O:18])[NH:9][CH:10]2[CH2:16][CH2:15][CH2:14][NH:13][CH2:12][CH:11]2[OH:17])[CH2:5][CH2:4][CH2:3][CH2:2]1.[O:27]1[CH:31]=[CH:30][CH:29]=[C:28]1[C:32](O)=[O:33].CN1CCOCC1.CN(C(ON1N=NC2C=CC=CC1=2)=[N+](C)C)C.F[P-](F)(F)(F)(F)F, predict the reaction product. (6) Given the reactants [F:1][C:2]1([F:20])[CH2:7][CH2:6][N:5]([CH2:8][C:9]2[CH:14]=[CH:13][CH:12]=[CH:11][CH:10]=2)[CH2:4][CH:3]1[C:15](OCC)=[O:16].[H-].[Al+3].[Li+].[H-].[H-].[H-], predict the reaction product. The product is: [F:20][C:2]1([F:1])[CH2:7][CH2:6][N:5]([CH2:8][C:9]2[CH:10]=[CH:11][CH:12]=[CH:13][CH:14]=2)[CH2:4][CH:3]1[CH2:15][OH:16]. (7) Given the reactants Cl[C:2]1[N:7]=[C:6]2[NH:8][N:9]=[C:10]([S:11]([CH3:14])(=[O:13])=[O:12])[C:5]2=[C:4]([NH:15][CH:16]2[CH2:18][CH2:17]2)[N:3]=1.[O:19]1[CH2:24][CH2:23][N:22]([C:25]2[CH:31]=[CH:30][C:28]([NH2:29])=[CH:27][CH:26]=2)[CH2:21][CH2:20]1, predict the reaction product. The product is: [CH:16]1([NH:15][C:4]2[N:3]=[C:2]([NH:29][C:28]3[CH:27]=[CH:26][C:25]([N:22]4[CH2:23][CH2:24][O:19][CH2:20][CH2:21]4)=[CH:31][CH:30]=3)[N:7]=[C:6]3[NH:8][N:9]=[C:10]([S:11]([CH3:14])(=[O:13])=[O:12])[C:5]=23)[CH2:18][CH2:17]1. (8) The product is: [F:14][C:8]1[CH:7]=[C:6]2[C:11]([C:12](=[O:13])[C:3]([CH2:2][NH:1][C:33]([C:31]3[CH:30]=[N:29][N:28]([C:22]4[CH:23]=[CH:24][CH:25]=[CH:26][CH:27]=4)[CH:32]=3)=[O:34])=[CH:4][N:5]2[C:15]2[CH:20]=[CH:19][CH:18]=[CH:17][C:16]=2[F:21])=[CH:10][CH:9]=1. Given the reactants [NH2:1][CH2:2][C:3]1[C:12](=[O:13])[C:11]2[C:6](=[CH:7][C:8]([F:14])=[CH:9][CH:10]=2)[N:5]([C:15]2[CH:20]=[CH:19][CH:18]=[CH:17][C:16]=2[F:21])[CH:4]=1.[C:22]1([N:28]2[CH:32]=[C:31]([C:33](O)=[O:34])[CH:30]=[N:29]2)[CH:27]=[CH:26][CH:25]=[CH:24][CH:23]=1.F[P-](F)(F)(F)(F)F.Br[P+](N1CCCC1)(N1CCCC1)N1CCCC1.C(N(CC)CC)C, predict the reaction product. (9) Given the reactants [Cl:1][C:2]1[CH:7]=[CH:6][C:5]([S:8]([N:11]2[C:17]3[CH:18]=[CH:19][CH:20]=[CH:21][C:16]=3[CH2:15][CH2:14][CH2:13][CH2:12]2)(=[O:10])=[O:9])=[CH:4][C:3]=1[N:22]1[C:26]2=[N:27][C:28](C(OCC)=O)=[CH:29][C:30]([CH3:31])=[C:25]2[NH:24][C:23]1=[O:37].[CH3:38][Mg]I.[Cl-].[NH4+].[O:43]1[CH2:47][CH2:46]CC1, predict the reaction product. The product is: [Cl:1][C:2]1[CH:7]=[CH:6][C:5]([S:8]([N:11]2[C:17]3[CH:18]=[CH:19][CH:20]=[CH:21][C:16]=3[CH2:15][CH2:14][CH2:13][CH2:12]2)(=[O:10])=[O:9])=[CH:4][C:3]=1[N:22]1[C:26]2=[N:27][C:28]([C:47]([OH:43])([CH3:46])[CH3:38])=[CH:29][C:30]([CH3:31])=[C:25]2[NH:24][C:23]1=[O:37]. (10) The product is: [NH:32]1[C:31]2[CH:35]=[CH:36][C:28]([C:26]#[C:27][C:2]3[N:6]4[N:7]=[C:8]([C:11]5[CH:12]=[CH:13][C:14]([C:17]([N:19]6[CH2:24][CH2:23][N:22]([CH3:25])[CH2:21][CH2:20]6)=[O:18])=[CH:15][CH:16]=5)[CH:9]=[CH:10][C:5]4=[N:4][CH:3]=3)=[CH:29][C:30]=2[N:34]=[CH:33]1. Given the reactants I[C:2]1[N:6]2[N:7]=[C:8]([C:11]3[CH:16]=[CH:15][C:14]([C:17]([N:19]4[CH2:24][CH2:23][N:22]([CH3:25])[CH2:21][CH2:20]4)=[O:18])=[CH:13][CH:12]=3)[CH:9]=[CH:10][C:5]2=[N:4][CH:3]=1.[C:26]([C:28]1[CH:36]=[CH:35][C:31]2[NH:32][CH:33]=[N:34][C:30]=2[CH:29]=1)#[CH:27].CCN(C(C)C)C(C)C, predict the reaction product.